This data is from Forward reaction prediction with 1.9M reactions from USPTO patents (1976-2016). The task is: Predict the product of the given reaction. (1) Given the reactants [N:1]1([C:7]2[N:12]=[C:11]([CH2:13][CH2:14][NH2:15])[CH:10]=[CH:9][CH:8]=2)[CH2:6][CH2:5][CH2:4][CH2:3][CH2:2]1.[Cl:16][C:17]1[CH:18]=[C:19]2[C:23](=[CH:24][CH:25]=1)[NH:22][C:21]([C:26](O)=[O:27])=[C:20]2[CH2:29][CH3:30].C(N=C=NCCCN(C)C)C.N1(O)C2C=CC=CC=2N=N1.C(N(C(C)C)C(C)C)C, predict the reaction product. The product is: [Cl:16][C:17]1[CH:18]=[C:19]2[C:23](=[CH:24][CH:25]=1)[NH:22][C:21]([C:26]([NH:15][CH2:14][CH2:13][C:11]1[CH:10]=[CH:9][CH:8]=[C:7]([N:1]3[CH2:2][CH2:3][CH2:4][CH2:5][CH2:6]3)[N:12]=1)=[O:27])=[C:20]2[CH2:29][CH3:30]. (2) Given the reactants [OH2:1].[NH2:2][NH2:3].Cl[C:5]1[N:10]=[CH:9][C:8]([NH:11][S:12]([C:15]2[CH:20]=[C:19]([F:21])[CH:18]=[C:17]([F:22])[CH:16]=2)(=O)=[O:13])=[CH:7][C:6]=1[C:23]#[N:24], predict the reaction product. The product is: [NH2:24][C:23]1[C:6]2[C:5](=[N:10][CH:9]=[C:8]([NH:11][S:12]([C:15]3[CH:20]=[C:19]([F:21])[CH:18]=[C:17]([F:22])[CH:16]=3)(=[O:13])=[O:1])[CH:7]=2)[NH:3][N:2]=1. (3) Given the reactants I[C:2]1[CH:3]=[C:4]2[C:9](=[CH:10][CH:11]=1)[N:8]=[CH:7][CH:6]=[CH:5]2.Br[C:13]([F:20])([F:19])[C:14]([O:16][CH2:17][CH3:18])=[O:15].[Cl-].[NH4+].C(OCC)(=O)C, predict the reaction product. The product is: [CH2:17]([O:16][C:14](=[O:15])[C:13]([F:20])([F:19])[C:2]1[CH:3]=[C:4]2[C:9](=[CH:10][CH:11]=1)[N:8]=[CH:7][CH:6]=[CH:5]2)[CH3:18]. (4) Given the reactants [OH:1][CH2:2][C:3]1[N:8]=[C:7]([C:9]([O:11][CH2:12][O:13][C:14](=[O:25])[C:15]2[CH:20]=[CH:19][CH:18]=[CH:17][C:16]=2[O:21][C:22](=[O:24])[CH3:23])=[O:10])[CH:6]=[CH:5][CH:4]=1.[N+:26]([O-])([OH:28])=[O:27].O, predict the reaction product. The product is: [N+:26]([O:1][CH2:2][C:3]1[N:8]=[C:7]([C:9]([O:11][CH2:12][O:13][C:14](=[O:25])[C:15]2[CH:20]=[CH:19][CH:18]=[CH:17][C:16]=2[O:21][C:22](=[O:24])[CH3:23])=[O:10])[CH:6]=[CH:5][CH:4]=1)([O-:28])=[O:27]. (5) Given the reactants [NH:1]1[CH2:5][CH2:4][CH2:3][C:2]1=[O:6].[CH:7](=O)[CH2:8][CH2:9][CH3:10].O=P12OP3(OP(OP(O3)(O1)=O)(=O)O2)=O, predict the reaction product. The product is: [CH:7]([N:1]1[CH2:5][CH2:4][CH2:3][C:2]1=[O:6])=[CH:8][CH2:9][CH3:10]. (6) Given the reactants Cl.[C:2]1([C@@H:8]2[CH2:10][C@H:9]2[NH2:11])[CH:7]=[CH:6][CH:5]=[CH:4][CH:3]=1.[F:12][C:13]([F:23])([F:22])[C:14]1[CH:21]=[CH:20][C:17]([CH:18]=O)=[CH:16][CH:15]=1.[BH-](OC(C)=O)(OC(C)=O)OC(C)=O.[Na+], predict the reaction product. The product is: [C:2]1([C@@H:8]2[CH2:10][C@H:9]2[NH:11][CH2:18][C:17]2[CH:16]=[CH:15][C:14]([C:13]([F:12])([F:22])[F:23])=[CH:21][CH:20]=2)[CH:7]=[CH:6][CH:5]=[CH:4][CH:3]=1. (7) The product is: [C:21]([Si:18]([CH3:20])([CH3:19])[O:17][C@H:7](/[C:8](/[CH3:16])=[CH:9]/[C:10]1[N:11]=[C:12]([CH3:15])[S:13][CH:14]=1)[CH2:6]/[CH:5]=[C:4](\[CH2:25][CH2:26][CH2:27][C@H:28]([CH3:38])[CH2:29][O:30][Si:31]([C:34]([CH3:35])([CH3:36])[CH3:37])([CH3:32])[CH3:33])/[CH2:3][OH:2])([CH3:22])([CH3:23])[CH3:24]. Given the reactants C[O:2][C:3](=O)/[C:4](/[CH2:25][CH2:26][CH2:27][C@H:28]([CH3:38])[CH2:29][O:30][Si:31]([C:34]([CH3:37])([CH3:36])[CH3:35])([CH3:33])[CH3:32])=[CH:5]/[CH2:6][C@H:7]([O:17][Si:18]([C:21]([CH3:24])([CH3:23])[CH3:22])([CH3:20])[CH3:19])/[C:8](/[CH3:16])=[CH:9]/[C:10]1[N:11]=[C:12]([CH3:15])[S:13][CH:14]=1.CC(C[AlH]CC(C)C)C, predict the reaction product. (8) Given the reactants [Br:1][C:2]1[C:3]([NH:9][C:10]2[CH:14]=[C:13]([O:15][CH:16]([CH3:18])[CH3:17])[NH:12][N:11]=2)=[N:4][C:5](Cl)=[N:6][CH:7]=1.Cl.[F:20][C:21]1[CH:22]=[N:23][C:24]([C@@H:27]([NH2:29])[CH3:28])=[N:25][CH:26]=1.CCN(C(C)C)C(C)C, predict the reaction product. The product is: [Br:1][C:2]1[C:3]([NH:9][C:10]2[CH:14]=[C:13]([O:15][CH:16]([CH3:18])[CH3:17])[NH:12][N:11]=2)=[N:4][C:5]([NH:29][C@H:27]([C:24]2[N:25]=[CH:26][C:21]([F:20])=[CH:22][N:23]=2)[CH3:28])=[N:6][CH:7]=1.